From a dataset of Peptide-MHC class II binding affinity with 134,281 pairs from IEDB. Regression. Given a peptide amino acid sequence and an MHC pseudo amino acid sequence, predict their binding affinity value. This is MHC class II binding data. (1) The peptide sequence is CIIHRGKPFQLEAV. The MHC is HLA-DQA10501-DQB10301 with pseudo-sequence HLA-DQA10501-DQB10301. The binding affinity (normalized) is 0.702. (2) The peptide sequence is VVAPQLPADLMIRII. The binding affinity (normalized) is 0.404. The MHC is DRB1_1602 with pseudo-sequence DRB1_1602. (3) The peptide sequence is KKWRDVPYLTKRQDK. The MHC is DRB1_0801 with pseudo-sequence DRB1_0801. The binding affinity (normalized) is 0.549. (4) The peptide sequence is SFLVQAGNVQLRVIG. The MHC is DRB1_0401 with pseudo-sequence DRB1_0401. The binding affinity (normalized) is 0.355. (5) The peptide sequence is AYGIPKVPPGPNITA. The MHC is DRB1_0802 with pseudo-sequence DRB1_0802. The binding affinity (normalized) is 0. (6) The peptide sequence is FAEYKSDYVYQPFPK. The MHC is DRB1_1201 with pseudo-sequence DRB1_1201. The binding affinity (normalized) is 0.0580.